The task is: Predict the product of the given reaction.. This data is from Forward reaction prediction with 1.9M reactions from USPTO patents (1976-2016). (1) The product is: [CH3:15][N:16]([CH3:17])[C:4](=[O:3])[C:5](=[O:6])[CH2:7][C:8]([NH:10][CH3:11])=[O:9]. Given the reactants CC1(C)[O:6]/[C:5](=[CH:7]\[C:8]([NH:10][CH3:11])=[O:9])/[C:4](=O)[O:3]1.Cl.[CH3:15][NH:16][CH3:17], predict the reaction product. (2) Given the reactants [C:1]([C:3](=[CH:7][C:8]1[CH:13]=[CH:12][C:11]([NH:14][C:15]2[N:16]=[C:17]3[C:23]([C:24](=[O:29])[C:25]([CH3:28])([CH3:27])[CH3:26])=[CH:22][N:21](COCC[Si](C)(C)C)[C:18]3=[N:19][CH:20]=2)=[CH:10][CH:9]=1)[C:4]([NH2:6])=[O:5])#[N:2].C(O)(C(F)(F)F)=O, predict the reaction product. The product is: [C:1]([C:3](=[CH:7][C:8]1[CH:9]=[CH:10][C:11]([NH:14][C:15]2[N:16]=[C:17]3[C:23]([C:24](=[O:29])[C:25]([CH3:27])([CH3:26])[CH3:28])=[CH:22][NH:21][C:18]3=[N:19][CH:20]=2)=[CH:12][CH:13]=1)[C:4]([NH2:6])=[O:5])#[N:2].